This data is from Forward reaction prediction with 1.9M reactions from USPTO patents (1976-2016). The task is: Predict the product of the given reaction. (1) Given the reactants [OH:1][C:2]1[CH:9]=[CH:8][CH:7]=[CH:6][C:3]=1[CH2:4][OH:5].[CH3:10]O, predict the reaction product. The product is: [CH3:10][O:5][CH2:4][C:3]1[CH:6]=[CH:7][CH:8]=[CH:9][C:2]=1[OH:1]. (2) The product is: [CH3:1][O:2][C:3]([C@@H:5]1[CH2:9][C@@H:8]([S:10]([C:13]2[CH:18]=[CH:17][CH:16]=[CH:15][C:14]=2[Cl:33])(=[O:12])=[O:11])[CH2:7][NH:6]1)=[O:4]. Given the reactants [CH3:1][O:2][C:3]([C@@H:5]1[CH2:9][C@@H:8]([S:10]([C:13]2[CH:18]=[CH:17][CH:16]=[CH:15][CH:14]=2)(=[O:12])=[O:11])[CH2:7][N:6]1C(OC(C)(C)C)=O)=[O:4].FC(F)(F)C(O)=O.[Cl:33]CCl, predict the reaction product.